This data is from Full USPTO retrosynthesis dataset with 1.9M reactions from patents (1976-2016). The task is: Predict the reactants needed to synthesize the given product. (1) Given the product [OH:1][C:2]1[CH:3]=[CH:4][C:5]([CH:16]=[O:17])=[CH:6][CH:7]=1, predict the reactants needed to synthesize it. The reactants are: [OH:1][C:2]1[CH:7]=[CH:6][C:5](NCC(O)=O)=[CH:4][CH:3]=1.O.O.N1C2C(=CC(S([O-])(=O)=O)=CC=2)C(=O)[C:16]1=[O:17].[Na+].CC(OC)(C)C. (2) Given the product [CH3:31][S:32]([O:17][CH2:16][CH2:15][CH2:14][N:13]([C:8]1[CH:7]=[C:6]([C:5]([NH:4][CH:1]2[CH2:3][CH2:2]2)=[O:30])[CH:11]=[CH:10][C:9]=1[CH3:12])[C:18]1[CH:19]=[C:20]2[C:24](=[CH:25][CH:26]=1)[C:23](=[O:27])[C:22]([CH3:28])([CH3:29])[CH2:21]2)(=[O:34])=[O:33], predict the reactants needed to synthesize it. The reactants are: [CH:1]1([NH:4][C:5](=[O:30])[C:6]2[CH:11]=[CH:10][C:9]([CH3:12])=[C:8]([N:13]([C:18]3[CH:19]=[C:20]4[C:24](=[CH:25][CH:26]=3)[C:23](=[O:27])[C:22]([CH3:29])([CH3:28])[CH2:21]4)[CH2:14][CH2:15][CH2:16][OH:17])[CH:7]=2)[CH2:3][CH2:2]1.[CH3:31][S:32](Cl)(=[O:34])=[O:33]. (3) Given the product [Br:3][C:4]1[CH:5]=[CH:6][CH:7]=[C:8]([C:9]([OH:21])=[O:1])[C:18]=1[C:19]([OH:12])=[O:20], predict the reactants needed to synthesize it. The reactants are: [OH-:1].[K+].[Br:3][C:4]1[CH:9]=[CH:8][CH:7]=[C:6](C)[C:5]=1C.[O-:12][Mn](=O)(=O)=O.[K+].[CH3:18][CH2:19][OH:20].[OH2:21]. (4) Given the product [C:26]([C:28]1[CH:33]=[CH:32][C:31]([C:2]2[CH:3]=[C:4]([CH2:7][N:8]([CH2:21][C:22]([F:25])([F:24])[F:23])[C:9]3[CH:16]=[CH:15][C:12]([C:13]#[N:14])=[C:11]([C:17]([F:20])([F:19])[F:18])[CH:10]=3)[O:5][CH:6]=2)=[CH:30][CH:29]=1)#[N:27], predict the reactants needed to synthesize it. The reactants are: Br[C:2]1[CH:3]=[C:4]([CH2:7][N:8]([CH2:21][C:22]([F:25])([F:24])[F:23])[C:9]2[CH:16]=[CH:15][C:12]([C:13]#[N:14])=[C:11]([C:17]([F:20])([F:19])[F:18])[CH:10]=2)[O:5][CH:6]=1.[C:26]([C:28]1[CH:33]=[CH:32][C:31](B(O)O)=[CH:30][CH:29]=1)#[N:27].